This data is from Forward reaction prediction with 1.9M reactions from USPTO patents (1976-2016). The task is: Predict the product of the given reaction. (1) The product is: [Cl:1][C:2]1[C:3]([CH:8]([C:9]2[CH:18]=[C:17]3[C:12]([CH:13]=[CH:14][C:15]([C:19]4[CH:24]=[CH:23][CH:22]=[CH:21][CH:20]=4)=[N:16]3)=[CH:11][CH:10]=2)[NH:25][C:35](=[O:40])[C:36]([CH3:39])([CH3:38])[CH3:37])=[N:4][CH:5]=[CH:6][N:7]=1. Given the reactants [Cl:1][C:2]1[C:3]([CH:8]([NH2:25])[C:9]2[CH:18]=[C:17]3[C:12]([CH:13]=[CH:14][C:15]([C:19]4[CH:24]=[CH:23][CH:22]=[CH:21][CH:20]=4)=[N:16]3)=[CH:11][CH:10]=2)=[N:4][CH:5]=[CH:6][N:7]=1.C(N(C(C)C)C(C)C)C.[C:35](Cl)(=[O:40])[C:36]([CH3:39])([CH3:38])[CH3:37], predict the reaction product. (2) Given the reactants [C:1]([C:4]1[CH:5]([C:32]2[CH:37]=[CH:36][C:35]([C:38]#[N:39])=[CH:34][CH:33]=2)[CH:6]([C:22]([O:24]CC2C=CC=CC=2)=[O:23])[C:7](=[O:21])[N:8]([C:11]2[CH:16]=[CH:15][CH:14]=[C:13]([C:17]([F:20])([F:19])[F:18])[CH:12]=2)[C:9]=1[CH3:10])(=[O:3])[CH3:2].[H][H], predict the reaction product. The product is: [C:1]([C:4]1[CH:5]([C:32]2[CH:37]=[CH:36][C:35]([C:38]#[N:39])=[CH:34][CH:33]=2)[CH:6]([C:22]([OH:24])=[O:23])[C:7](=[O:21])[N:8]([C:11]2[CH:16]=[CH:15][CH:14]=[C:13]([C:17]([F:20])([F:18])[F:19])[CH:12]=2)[C:9]=1[CH3:10])(=[O:3])[CH3:2]. (3) Given the reactants [C:1]([O:5][C:6]([N:8]1[CH2:11][C:10](=O)[CH2:9]1)=[O:7])([CH3:4])([CH3:3])[CH3:2].[C:13]([O:17][C:18](=[O:23])[NH:19][CH2:20][CH2:21][NH2:22])([CH3:16])([CH3:15])[CH3:14], predict the reaction product. The product is: [C:1]([O:5][C:6]([N:8]1[CH2:11][CH:10]([NH:22][CH2:21][CH2:20][NH:19][C:18]([O:17][C:13]([CH3:16])([CH3:15])[CH3:14])=[O:23])[CH2:9]1)=[O:7])([CH3:4])([CH3:3])[CH3:2]. (4) Given the reactants C1(C)C=CC(S([O-])(=O)=O)=CC=1.[NH+]1C=CC=CC=1.[OH:18][C:19]1([C@H:22]2[CH2:26][O:25]C(C)(C)[N:23]2[C:29]([O:31][CH2:32][C:33]2[CH:38]=[CH:37][CH:36]=[CH:35][CH:34]=2)=[O:30])[CH2:21][CH2:20]1, predict the reaction product. The product is: [OH:25][CH2:26][C@@H:22]([NH:23][C:29](=[O:30])[O:31][CH2:32][C:33]1[CH:34]=[CH:35][CH:36]=[CH:37][CH:38]=1)[C:19]1([OH:18])[CH2:21][CH2:20]1. (5) Given the reactants [CH2:1]([O:8][C:9]1[N:10]=[N:11][C:12](Cl)=[CH:13][C:14]=1[O:15][CH2:16][C:17]1[CH:22]=[CH:21][CH:20]=[CH:19][CH:18]=1)[C:2]1[CH:7]=[CH:6][CH:5]=[CH:4][CH:3]=1.C1CCN2C(=NCCC2)CC1.[C:35]([C:37]1[CH:42]=[CH:41][CH:40]=[CH:39][CH:38]=1)#[CH:36], predict the reaction product. The product is: [CH2:1]([O:8][C:9]1[N:10]=[N:11][C:12]([C:36]#[C:35][C:37]2[CH:42]=[CH:41][CH:40]=[CH:39][CH:38]=2)=[CH:13][C:14]=1[O:15][CH2:16][C:17]1[CH:22]=[CH:21][CH:20]=[CH:19][CH:18]=1)[C:2]1[CH:7]=[CH:6][CH:5]=[CH:4][CH:3]=1.